From a dataset of Catalyst prediction with 721,799 reactions and 888 catalyst types from USPTO. Predict which catalyst facilitates the given reaction. Reactant: [CH:1]([C:3]1[C:20]([OH:21])=[CH:19][CH:18]=[CH:17][C:4]=1[O:5][CH2:6][C@@H:7]1[CH2:12][CH2:11][CH2:10][C@H:9]([C:13]([O:15]C)=[O:14])[CH2:8]1)=[O:2].[OH-].[Na+].Cl. Product: [CH:1]([C:3]1[C:20]([OH:21])=[CH:19][CH:18]=[CH:17][C:4]=1[O:5][CH2:6][C@H:7]1[CH2:12][CH2:11][CH2:10][C@@H:9]([C:13]([OH:15])=[O:14])[CH2:8]1)=[O:2]. The catalyst class is: 24.